From a dataset of Catalyst prediction with 721,799 reactions and 888 catalyst types from USPTO. Predict which catalyst facilitates the given reaction. (1) Reactant: [CH:1]1([NH:4][C:5](=[O:22])[C:6]2[CH:11]=[CH:10][C:9]([CH3:12])=[C:8]([C:13]3[CH:14]=[C:15]4[C:19](=[CH:20][CH:21]=3)[NH:18][N:17]=[CH:16]4)[CH:7]=2)[CH2:3][CH2:2]1.[H-].[Na+].CS(O[CH:30]1[CH2:35][CH2:34][N:33]([C:36]([O:38][C:39]([CH3:42])([CH3:41])[CH3:40])=[O:37])[CH2:32][CH2:31]1)(=O)=O.N. Product: [CH:1]1([NH:4][C:5]([C:6]2[CH:11]=[CH:10][C:9]([CH3:12])=[C:8]([C:13]3[CH:14]=[C:15]4[C:19](=[CH:20][CH:21]=3)[N:18]([CH:30]3[CH2:35][CH2:34][N:33]([C:36]([O:38][C:39]([CH3:42])([CH3:41])[CH3:40])=[O:37])[CH2:32][CH2:31]3)[N:17]=[CH:16]4)[CH:7]=2)=[O:22])[CH2:3][CH2:2]1. The catalyst class is: 3. (2) Reactant: Br[C:2]1[CH:7]=[CH:6][C:5]([C:8]([CH3:14])([CH3:13])[C:9]([O:11][CH3:12])=[O:10])=[CH:4][CH:3]=1.[CH3:15][C:16]1([CH3:32])[C:20]([CH3:22])([CH3:21])[O:19][B:18]([B:18]2[O:19][C:20]([CH3:22])([CH3:21])[C:16]([CH3:32])([CH3:15])[O:17]2)[O:17]1.CC([O-])=O.[K+].CS(C)=O. Product: [CH3:13][C:8]([C:5]1[CH:6]=[CH:7][C:2]([B:18]2[O:19][C:20]([CH3:22])([CH3:21])[C:16]([CH3:32])([CH3:15])[O:17]2)=[CH:3][CH:4]=1)([CH3:14])[C:9]([O:11][CH3:12])=[O:10]. The catalyst class is: 263. (3) Reactant: [CH3:1][N:2]1[C:6]([CH3:7])=[C:5]([N+:8]([O-])=O)[CH:4]=[N:3]1.[ClH:11]. Product: [ClH:11].[CH3:1][N:2]1[C:6]([CH3:7])=[C:5]([NH2:8])[CH:4]=[N:3]1. The catalyst class is: 19. (4) Reactant: [F:1][C:2]1[CH:10]=[CH:9][C:8]([CH2:11][C:12]2[C:21]3[C:16](=[CH:17][CH:18]=[CH:19][CH:20]=3)[C:15](=[O:22])[NH:14][N:13]=2)=[CH:7][C:3]=1[C:4](O)=[O:5].[F:23][C:24]([F:36])([F:35])[CH2:25][C:26]1[N:30]2[CH2:31][CH2:32][NH:33][CH2:34][C:29]2=[N:28][N:27]=1.C(N(CC)C(C)C)(C)C. Product: [F:1][C:2]1[CH:10]=[CH:9][C:8]([CH2:11][C:12]2[C:21]3[C:16](=[CH:17][CH:18]=[CH:19][CH:20]=3)[C:15](=[O:22])[NH:14][N:13]=2)=[CH:7][C:3]=1[C:4]([N:33]1[CH2:32][CH2:31][N:30]2[C:26]([CH2:25][C:24]([F:23])([F:35])[F:36])=[N:27][N:28]=[C:29]2[CH2:34]1)=[O:5]. The catalyst class is: 9.